From a dataset of Catalyst prediction with 721,799 reactions and 888 catalyst types from USPTO. Predict which catalyst facilitates the given reaction. (1) Reactant: [Cl:1][C:2]1[CH:3]=[C:4]([CH:8]=[CH:9][N:10]=1)[C:5]([OH:7])=[O:6].S(Cl)(Cl)=O.[CH3:15]N(C=O)C. Product: [Cl:1][C:2]1[CH:3]=[C:4]([CH:8]=[CH:9][N:10]=1)[C:5]([O:7][CH3:15])=[O:6]. The catalyst class is: 22. (2) Reactant: [F:1][C:2]1[CH:7]=[CH:6][C:5]([NH:8][C:9]2[CH:14]=[CH:13][N:12]=[C:11]([NH:15][C:16]3[CH:21]=[CH:20][C:19]([S:22]([N:25]([CH:33]4[CH2:38][CH2:37][C:36](=[O:39])[CH2:35][CH2:34]4)[CH2:26][CH2:27][N:28]4[CH2:32][CH2:31][CH2:30][CH2:29]4)(=[O:24])=[O:23])=[CH:18][CH:17]=3)[N:10]=2)=[CH:4][CH:3]=1.[BH4-].[Na+]. Product: [F:1][C:2]1[CH:7]=[CH:6][C:5]([NH:8][C:9]2[CH:14]=[CH:13][N:12]=[C:11]([NH:15][C:16]3[CH:21]=[CH:20][C:19]([S:22]([N:25]([C@H:33]4[CH2:34][CH2:35][C@H:36]([OH:39])[CH2:37][CH2:38]4)[CH2:26][CH2:27][N:28]4[CH2:32][CH2:31][CH2:30][CH2:29]4)(=[O:23])=[O:24])=[CH:18][CH:17]=3)[N:10]=2)=[CH:4][CH:3]=1. The catalyst class is: 138. (3) Product: [Br:1][C:2]1[N:6]2[N:7]=[C:8]([C:11]3[CH:12]=[CH:13][C:14]([C:15]([N:56]4[CH2:57][CH2:58][CH:53]([N:52]([CH3:59])[CH3:51])[CH2:54][CH2:55]4)=[O:17])=[CH:18][CH:19]=3)[CH:9]=[CH:10][C:5]2=[N:4][CH:3]=1. The catalyst class is: 18. Reactant: [Br:1][C:2]1[N:6]2[N:7]=[C:8]([C:11]3[CH:19]=[CH:18][C:14]([C:15]([OH:17])=O)=[CH:13][CH:12]=3)[CH:9]=[CH:10][C:5]2=[N:4][CH:3]=1.CN(C(ON1N=NC2C=CC=NC1=2)=[N+](C)C)C.F[P-](F)(F)(F)(F)F.CN1CCOCC1.[CH3:51][N:52]([CH3:59])[CH:53]1[CH2:58][CH2:57][NH:56][CH2:55][CH2:54]1. (4) Reactant: [Si]([O:8][CH2:9][C:10]1[CH:11]=[CH:12][C:13]2[C:18](=[O:19])[N:17]([C:20]3[CH:25]=[CH:24][C:23]([O:26][CH2:27][C:28]([F:31])([F:30])[F:29])=[CH:22][CH:21]=3)[C:16](=[S:32])[NH:15][C:14]=2[N:33]=1)(C(C)(C)C)(C)C.[F-].[CH2:35]([N+](CCCC)(CCCC)CCCC)[CH2:36]CC.O. Product: [CH2:35]([S:32][C:16]1[N:17]([C:20]2[CH:21]=[CH:22][C:23]([O:26][CH2:27][C:28]([F:31])([F:29])[F:30])=[CH:24][CH:25]=2)[C:18](=[O:19])[C:13]2[CH:12]=[CH:11][C:10]([CH2:9][OH:8])=[N:33][C:14]=2[N:15]=1)[CH3:36]. The catalyst class is: 7. (5) Reactant: [S:1]1[CH:5]=[CH:4][C:3]2[C:6]([N:10]3[CH2:15][CH2:14][N:13]([CH2:16][CH2:17][CH2:18][CH2:19][O:20][C:21]4[CH:30]=[C:29]5[C:24]([CH2:25][CH2:26][C:27](=[O:31])[NH:28]5)=[CH:23][CH:22]=4)[CH2:12][CH2:11]3)=[CH:7][CH:8]=[CH:9][C:2]1=2.N1C=CC=CC=1.[CH:38]1([C:44](Cl)=[O:45])[CH2:43][CH2:42][CH2:41][CH2:40][CH2:39]1.O. Product: [S:1]1[CH:5]=[CH:4][C:3]2[C:6]([N:10]3[CH2:11][CH2:12][N:13]([CH2:16][CH2:17][CH2:18][CH2:19][O:20][C:21]4[CH:30]=[C:29]5[C:24]([CH2:25][CH2:26][C:27](=[O:31])[N:28]5[C:44]([CH:38]5[CH2:43][CH2:42][CH2:41][CH2:40][CH2:39]5)=[O:45])=[CH:23][CH:22]=4)[CH2:14][CH2:15]3)=[CH:7][CH:8]=[CH:9][C:2]1=2. The catalyst class is: 4. (6) The catalyst class is: 146. Reactant: FC(F)(F)C(O)=O.[Cl:8][C:9]1[CH:14]=[CH:13][C:12]([C:15]2[CH:20]=[CH:19][C:18]([NH:21][C:22](=[O:36])/[CH:23]=[CH:24]/[C:25]3[CH:30]=[CH:29][C:28]([CH:31](OC)[O:32]C)=[CH:27][CH:26]=3)=[CH:17][CH:16]=2)=[CH:11][CH:10]=1. Product: [Cl:8][C:9]1[CH:14]=[CH:13][C:12]([C:15]2[CH:16]=[CH:17][C:18]([NH:21][C:22](=[O:36])/[CH:23]=[CH:24]/[C:25]3[CH:26]=[CH:27][C:28]([CH:31]=[O:32])=[CH:29][CH:30]=3)=[CH:19][CH:20]=2)=[CH:11][CH:10]=1.